Dataset: Catalyst prediction with 721,799 reactions and 888 catalyst types from USPTO. Task: Predict which catalyst facilitates the given reaction. (1) Reactant: [N+:1]([C:4]1[CH:5]=[C:6]([CH2:12][OH:13])[CH:7]=[C:8]([CH2:10][OH:11])[CH:9]=1)([O-])=O.[H][H]. Product: [NH2:1][C:4]1[CH:5]=[C:6]([CH2:12][OH:13])[CH:7]=[C:8]([CH2:10][OH:11])[CH:9]=1. The catalyst class is: 19. (2) Reactant: [Cl:1][C:2]1[N:7]=[CH:6][C:5]([O:8][C:9]2[CH:16]=[CH:15][CH:14]=[CH:13][C:10]=2[CH:11]=[O:12])=[CH:4][CH:3]=1.[BH4-].[Na+]. Product: [Cl:1][C:2]1[N:7]=[CH:6][C:5]([O:8][C:9]2[CH:16]=[CH:15][CH:14]=[CH:13][C:10]=2[CH2:11][OH:12])=[CH:4][CH:3]=1. The catalyst class is: 5. (3) Reactant: FC(F)(F)C([NH:5][C:6]1[CH:14]=[C:13]([O:15][Si:16]([CH:23]([CH3:25])[CH3:24])([CH:20]([CH3:22])[CH3:21])[CH:17]([CH3:19])[CH3:18])[CH:12]=[CH:11][C:7]=1[C:8]([OH:10])=[O:9])=O.C([O-])([O-])=O.[K+].[K+].Cl. Product: [NH2:5][C:6]1[CH:14]=[C:13]([O:15][Si:16]([CH:20]([CH3:22])[CH3:21])([CH:23]([CH3:25])[CH3:24])[CH:17]([CH3:18])[CH3:19])[CH:12]=[CH:11][C:7]=1[C:8]([OH:10])=[O:9]. The catalyst class is: 5. (4) The catalyst class is: 3. Reactant: [O:1]=[C:2]1[C:10](=[O:11])[C:9]2[N:8]([CH2:12][CH2:13][P:14](=[O:17])([OH:16])[OH:15])[CH2:7][CH2:6][CH2:5][NH:4][C:3]1=2.C(N(CC)[CH:22]([CH3:24])[CH3:23])(C)C.Cl[CH2:28][O:29][C:30](=[O:38])[CH:31]([CH2:35][CH2:36][CH3:37])[CH2:32][CH2:33][CH3:34]. Product: [CH2:32]([CH:31]([CH2:24][CH2:22][CH3:23])[C:30]([O:29][CH2:28][O:17][P:14]([CH2:13][CH2:12][N:8]1[CH2:7][CH2:6][CH2:5][NH:4][C:3]2[C:2](=[O:1])[C:10](=[O:11])[C:9]1=2)(=[O:15])[O:16][CH2:28][O:29][C:30](=[O:38])[CH:31]([CH2:35][CH2:36][CH3:37])[CH2:32][CH2:33][CH3:34])=[O:38])[CH2:33][CH3:34]. (5) The catalyst class is: 90. Reactant: [OH-].[Li+:2].[C:3]([O:7][C:8]([NH:10][C:11]1([C:26]([NH:28][CH:29]([C:35]2[CH:40]=[CH:39][C:38]([Cl:41])=[CH:37][CH:36]=2)[CH2:30][C:31]([O:33]C)=[O:32])=[O:27])[CH2:16][CH2:15][N:14]([C:17]2[C:18]3[CH:25]=[CH:24][NH:23][C:19]=3[N:20]=[CH:21][N:22]=2)[CH2:13][CH2:12]1)=[O:9])([CH3:6])([CH3:5])[CH3:4]. Product: [C:3]([O:7][C:8]([NH:10][C:11]1([C:26]([NH:28][CH:29]([C:35]2[CH:36]=[CH:37][C:38]([Cl:41])=[CH:39][CH:40]=2)[CH2:30][C:31]([O-:33])=[O:32])=[O:27])[CH2:12][CH2:13][N:14]([C:17]2[C:18]3[CH:25]=[CH:24][NH:23][C:19]=3[N:20]=[CH:21][N:22]=2)[CH2:15][CH2:16]1)=[O:9])([CH3:6])([CH3:4])[CH3:5].[Li+:2].